Dataset: Full USPTO retrosynthesis dataset with 1.9M reactions from patents (1976-2016). Task: Predict the reactants needed to synthesize the given product. Given the product [Br:1][C:2]1[CH:7]=[N:6][C:5]([O:8][CH3:9])=[C:4]2[NH:15][CH:14]=[CH:13][C:3]=12, predict the reactants needed to synthesize it. The reactants are: [Br:1][C:2]1[C:3](/[CH:13]=[CH:14]/[N:15](C)C)=[C:4]([N+]([O-])=O)[C:5]([O:8][CH3:9])=[N:6][CH:7]=1.C(OCC)(=O)C.[H][H].